This data is from Catalyst prediction with 721,799 reactions and 888 catalyst types from USPTO. The task is: Predict which catalyst facilitates the given reaction. Reactant: [N:1]1[C:11]2[NH:10][C:9]3[CH:12]=[CH:13][CH:14]=[CH:15][C:8]=3[C:7](=[O:16])[NH:6][C:5]=2[CH:4]=[CH:3][CH:2]=1.[H-].[Na+].Br[CH2:20][C:21]([C:23]1[CH:28]=[CH:27][CH:26]=[CH:25][C:24]=1[CH3:29])=[O:22].O. Product: [O:22]=[C:21]([C:23]1[CH:28]=[CH:27][CH:26]=[CH:25][C:24]=1[CH3:29])[CH2:20][N:6]1[C:7](=[O:16])[C:8]2[CH:15]=[CH:14][CH:13]=[CH:12][C:9]=2[NH:10][C:11]2[N:1]=[CH:2][CH:3]=[CH:4][C:5]1=2. The catalyst class is: 44.